This data is from Full USPTO retrosynthesis dataset with 1.9M reactions from patents (1976-2016). The task is: Predict the reactants needed to synthesize the given product. (1) Given the product [F:38][C:13]1[C:12]([CH2:11][CH2:10][C:5]23[CH2:6][CH2:7][C:2]([NH:1][CH2:50][C:48]4[CH:47]=[CH:46][C:43]5[O:44][CH2:45][C:40](=[O:39])[NH:41][C:42]=5[N:49]=4)([CH2:9][CH2:8]2)[CH2:3][O:4]3)=[C:21]2[C:16]([CH:17]=[CH:18][C:19]([O:22][CH2:23][C:24]3([NH:27][C:28](=[O:37])[O:29][CH2:30][C:31]4[CH:32]=[CH:33][CH:34]=[CH:35][CH:36]=4)[CH2:25][CH2:26]3)=[N:20]2)=[N:15][CH:14]=1, predict the reactants needed to synthesize it. The reactants are: [NH2:1][C:2]12[CH2:9][CH2:8][C:5]([CH2:10][CH2:11][C:12]3[C:13]([F:38])=[CH:14][N:15]=[C:16]4[C:21]=3[N:20]=[C:19]([O:22][CH2:23][C:24]3([NH:27][C:28](=[O:37])[O:29][CH2:30][C:31]5[CH:36]=[CH:35][CH:34]=[CH:33][CH:32]=5)[CH2:26][CH2:25]3)[CH:18]=[CH:17]4)([CH2:6][CH2:7]1)[O:4][CH2:3]2.[O:39]=[C:40]1[CH2:45][O:44][C:43]2[CH:46]=[CH:47][C:48]([CH:50]=O)=[N:49][C:42]=2[NH:41]1. (2) Given the product [CH2:26]([O:28][C:29](=[O:46])[CH:30]([NH:43][C:23]([C:21]1[C:15]2[O:16][CH2:17][CH2:18][CH2:19][CH2:20][C:14]=2[CH:13]=[C:12]([C:4]2[CH:5]=[C:6]([C:8](=[O:11])[NH:9][CH3:10])[CH:7]=[C:2]([F:1])[CH:3]=2)[CH:22]=1)=[O:24])[CH2:31][C:32]1[C:40]2[C:35](=[C:36]([F:42])[CH:37]=[C:38]([F:41])[CH:39]=2)[NH:34][CH:33]=1)[CH3:27], predict the reactants needed to synthesize it. The reactants are: [F:1][C:2]1[CH:3]=[C:4]([C:12]2[CH:22]=[C:21]([C:23](O)=[O:24])[C:15]3[O:16][CH2:17][CH2:18][CH2:19][CH2:20][C:14]=3[CH:13]=2)[CH:5]=[C:6]([C:8](=[O:11])[NH:9][CH3:10])[CH:7]=1.[CH2:26]([O:28][C:29](=[O:46])[C:30](CC)([NH2:43])[CH2:31][C:32]1[C:40]2[C:35](=[C:36]([F:42])[CH:37]=[C:38]([F:41])[CH:39]=2)[NH:34][CH:33]=1)[CH3:27].C(Cl)CCl.C1C=CC2N(O)N=NC=2C=1.